This data is from Reaction yield outcomes from USPTO patents with 853,638 reactions. The task is: Predict the reaction yield, written as a fraction of the theoretical maximum amount of product (1.0 means a 100% yield; for example, 0.34 means a 34% yield). (1) The reactants are Br[C:2]1[CH:3]=[N:4][C:5]([C:8]([NH:10][C@H:11]2[CH2:15][CH2:14][N:13]([C:16]3[C:17]4[N:18]([CH:22]=[CH:23][CH:24]=4)[CH:19]=[CH:20][N:21]=3)[CH2:12]2)=[O:9])=[N:6][CH:7]=1.[C:25]1(B2OC(C)(C)C(C)(C)O2)[CH2:29][CH2:28][CH2:27][CH:26]=1.C([O-])([O-])=O.[K+].[K+]. The catalyst is CN(C=O)C.O.C1C=CC(P(C2C=CC=CC=2)[C-]2C=CC=C2)=CC=1.C1C=CC(P(C2C=CC=CC=2)[C-]2C=CC=C2)=CC=1.Cl[Pd]Cl.[Fe+2]. The product is [C:25]1([C:2]2[CH:3]=[N:4][C:5]([C:8]([NH:10][C@H:11]3[CH2:15][CH2:14][N:13]([C:16]4[C:17]5[N:18]([CH:22]=[CH:23][CH:24]=5)[CH:19]=[CH:20][N:21]=4)[CH2:12]3)=[O:9])=[N:6][CH:7]=2)[CH2:29][CH2:28][CH2:27][CH:26]=1. The yield is 0.690. (2) The reactants are IC.[Cl:3][C:4]1[C:5]([CH3:13])=[C:6]([CH:10]=[CH:11][CH:12]=1)[C:7]([OH:9])=[O:8].[C:14](=O)([O-])[O-].[K+].[K+].CN(C)C=O. The catalyst is C(OCC)(=O)C.O. The product is [Cl:3][C:4]1[C:5]([CH3:13])=[C:6]([CH:10]=[CH:11][CH:12]=1)[C:7]([O:9][CH3:14])=[O:8]. The yield is 0.970. (3) The reactants are [CH:1]1([CH:7]([NH:18][C:19]2[CH:24]=[CH:23][C:22]([C:25]([N:27]([CH3:35])[CH2:28][CH2:29][C:30]([O:32]CC)=[O:31])=[O:26])=[CH:21][CH:20]=2)[C:8]2[S:16][C:15]3[C:10](=[N:11][CH:12]=[CH:13][CH:14]=3)[C:9]=2[CH3:17])[CH2:6][CH2:5][CH2:4][CH2:3][CH2:2]1.O1CCCC1.[OH-].[Na+]. The yield is 0.900. The product is [CH:1]1([CH:7]([NH:18][C:19]2[CH:20]=[CH:21][C:22]([C:25]([N:27]([CH3:35])[CH2:28][CH2:29][C:30]([OH:32])=[O:31])=[O:26])=[CH:23][CH:24]=2)[C:8]2[S:16][C:15]3[C:10](=[N:11][CH:12]=[CH:13][CH:14]=3)[C:9]=2[CH3:17])[CH2:6][CH2:5][CH2:4][CH2:3][CH2:2]1. The catalyst is C(O)C. (4) The reactants are [H-].[Na+].[SH:3][CH2:4][C:5]([O:7][CH2:8][CH3:9])=[O:6].[Br:10][C:11]1[CH:18]=[CH:17][C:14]([CH:15]=O)=[C:13](F)[CH:12]=1.O. The catalyst is CS(C)=O. The product is [Br:10][C:11]1[CH:18]=[CH:17][C:14]2[CH:15]=[C:4]([C:5]([O:7][CH2:8][CH3:9])=[O:6])[S:3][C:13]=2[CH:12]=1. The yield is 0.440. (5) The reactants are [Cl:1][C:2]1[CH:7]=[CH:6][C:5]([O:8][CH2:9][C@H:10]2[CH2:12][O:11]2)=[CH:4][C:3]=1[C:13]1[N:18]=[C:17]([NH:19][CH:20]2[CH2:25][CH2:24][N:23]([CH3:26])[CH2:22][C:21]2([F:28])[F:27])[C:16]([CH3:29])=[C:15]([C:30]2[C:31]([CH3:36])=[N:32][O:33][C:34]=2[CH3:35])[N:14]=1.[CH3:37][NH2:38]. The catalyst is CO. The product is [Cl:1][C:2]1[CH:7]=[CH:6][C:5]([O:8][CH2:9][C@H:10]([OH:11])[CH2:12][NH:38][CH3:37])=[CH:4][C:3]=1[C:13]1[N:18]=[C:17]([NH:19][CH:20]2[CH2:25][CH2:24][N:23]([CH3:26])[CH2:22][C:21]2([F:28])[F:27])[C:16]([CH3:29])=[C:15]([C:30]2[C:31]([CH3:36])=[N:32][O:33][C:34]=2[CH3:35])[N:14]=1. The yield is 0.310. (6) The reactants are [F:1][C:2]1[CH:19]=[CH:18][C:17]([F:20])=[CH:16][C:3]=1[CH2:4][N:5]1[CH2:10][CH2:9][NH:8][C:7]2[N:11]=[CH:12][C:13](I)=[CH:14][C:6]1=2.CC1(C)C(C)(C)OB([C:29]2[CH:30]=[CH:31][C:32]([N:35]3[CH2:40][CH2:39][O:38][CH2:37][CH2:36]3)=[N:33][CH:34]=2)O1. The yield is 0.480. No catalyst specified. The product is [F:1][C:2]1[CH:19]=[CH:18][C:17]([F:20])=[CH:16][C:3]=1[CH2:4][N:5]1[CH2:10][CH2:9][NH:8][C:7]2[N:11]=[CH:12][C:13]([C:29]3[CH:34]=[N:33][C:32]([N:35]4[CH2:36][CH2:37][O:38][CH2:39][CH2:40]4)=[CH:31][CH:30]=3)=[CH:14][C:6]1=2. (7) The reactants are [Cl:1][C:2]1[N:3]=[C:4]([C:9]([NH:11][C@H:12]2[CH2:17][CH2:16][N:15]([C:18](OC(C)(C)C)=O)[CH2:14][C@H:13]2[NH:25][CH2:26][CH3:27])=[O:10])[NH:5][C:6]=1[CH2:7][CH3:8].Cl.O1CCOCC1.BrC1[S:37][C:38]([C:42]([O:44][CH2:45][CH3:46])=[O:43])=[C:39]([CH3:41])[N:40]=1.C(=O)([O-])[O-].[Na+].[Na+]. No catalyst specified. The product is [Cl:1][C:2]1[N:3]=[C:4]([C:9]([NH:11][C@H:12]2[CH2:17][CH2:16][N:15]([C:18]3[S:37][C:38]([C:42]([O:44][CH2:45][CH3:46])=[O:43])=[C:39]([CH3:41])[N:40]=3)[CH2:14][C@H:13]2[NH:25][CH2:26][CH3:27])=[O:10])[NH:5][C:6]=1[CH2:7][CH3:8]. The yield is 0.230. (8) The reactants are [Br:1][C:2]1[CH:3]=[C:4]2[C:8](=[CH:9][CH:10]=1)[NH:7][C:6](=[O:11])[CH2:5]2.[CH2:12]([N:14]([CH2:36][CH3:37])[CH2:15][CH2:16][NH:17][C:18]([C:20]1[C:24]([C:25]2[CH:30]=[CH:29][CH:28]=[CH:27][CH:26]=2)=[C:23]([CH:31]=O)[NH:22][C:21]=1[CH:33]([CH3:35])[CH3:34])=[O:19])[CH3:13]. No catalyst specified. The product is [CH2:36]([N:14]([CH2:12][CH3:13])[CH2:15][CH2:16][NH:17][C:18]([C:20]1[C:24]([C:25]2[CH:26]=[CH:27][CH:28]=[CH:29][CH:30]=2)=[C:23]([CH:31]=[C:5]2[C:4]3[C:8](=[CH:9][CH:10]=[C:2]([Br:1])[CH:3]=3)[NH:7][C:6]2=[O:11])[NH:22][C:21]=1[CH:33]([CH3:35])[CH3:34])=[O:19])[CH3:37]. The yield is 0.530. (9) The reactants are F[C:2]1[CH:3]=[CH:4][C:5]([CH:8]=[O:9])=[N:6][CH:7]=1.[CH3:10][C:11]1([CH3:18])[O:15][CH:14]([CH2:16][OH:17])[CH2:13][O:12]1.ClCCCl. No catalyst specified. The product is [CH3:10][C:11]1([CH3:18])[O:15][CH:14]([CH2:16][O:17][C:2]2[CH:3]=[CH:4][C:5]([CH:8]=[O:9])=[N:6][CH:7]=2)[CH2:13][O:12]1. The yield is 0.380.